Dataset: Experimentally validated miRNA-target interactions with 360,000+ pairs, plus equal number of negative samples. Task: Binary Classification. Given a miRNA mature sequence and a target amino acid sequence, predict their likelihood of interaction. (1) The miRNA is hsa-miR-6824-3p with sequence UCUCUGGUCUUGCCACCCCAG. The protein sequence of the target gene is MNQIEPGVQYNYVYDEDEYMIQEEEWDRDLLLDPAWEKQQRKTFTAWCNSHLRKAGTQIENIEEDFRNGLKLMLLLEVISGERLPKPDRGKMRFHKIANVNKALDYIASKGVKLVSIGAEEIVDGNVKMTLGMIWTIILRFAIQDISVEETSAKEGLLLWCQRKTAPYRNVNIQNFHTSWKDGLGLCALIHRHRPDLIDYSKLNKDDPIGNINLAMEIAEKHLDIPKMLDAEDIVNTPKPDERAIMTYVSCFYHAFAGAEQAETAANRICKVLAVNQENERLMEEYERLASELLEWIRRT.... Result: 0 (no interaction). (2) The miRNA is hsa-miR-4779 with sequence UAGGAGGGAAUAGUAAAAGCAG. The protein sequence of the target gene is MGKQNSKLRPEVLQDLRENTEFTDHELQEWYKGFLKDCPTGHLTVDEFKKIYANFFPYGDASKFAEHVFRTFDTNGDGTIDFREFIIALSVTSRGKLEQKLKWAFSMYDLDGNGYISRSEMLEIVQAIYKMVSSVMKMPEDESTPEKRTDKIFRQMDTNNDGKLSLEEFIRGAKSDPSIVRLLQCDPSSASQF. Result: 1 (interaction). (3) The miRNA is hsa-miR-6737-5p with sequence UUGGGGUGGUCGGCCCUGGAG. The protein sequence of the target gene is MMGRRRAFAVDGRDGAGEGLARGCIVPGVTSTYRRIPDAAHGCSSWERGDKFRGVGREALFLKLASRDSGVEMAVGDSPLAALPGLSQDSLDFESSGSSEPPAQVGRLLASQKLGEVLERSRRLPTAPTSLSGQHRSLRLASKPEREVPLGAGQQESMEADTDLEAGLEEEAVGGLGPGAWACLPGQGLRYLEHLCLVLEQMARLQQLYLQLRIQRPPGDPGEEESTRAPLPSPLHTPGNRGQGPWELLSQTEHTGAKAASPPKVEVPSANPPRLPETPVEPTYHLPSSQGHKRDISHWD.... Result: 1 (interaction). (4) The miRNA is hsa-miR-125b-5p with sequence UCCCUGAGACCCUAACUUGUGA. The protein sequence of the target gene is MSQTAMSETYDFLFKFLVIGNAGTGKSCLLHQFIEKKFKDDSNHTIGVEFGSKIINVGGKYVKLQIWDTAGQERFRSVTRSYYRGAAGALLVYDITSRETYNALTNWLTDARMLASQNIVIILCGNKKDLDADREVTFLEASRFAQENELMFLETSALTGENVEEAFVQCARKILNKIESGELDPERMGSGIQYGDAALRQLRSPRRAQAPNAQECGC. Result: 1 (interaction). (5) The miRNA is mmu-miR-5125 with sequence UCUGCCUGGGAUUUCCUUGU. The protein sequence of the target gene is MESKALLLVVLGVWLQSLTAFRGGVAAADAGRDFSDIESKFALRTPEDTAEDTCHLIPGLADSVSNCHFNHSSKTFVVIHGWTVTGMYESWVPKLVAALYKREPDSNVIVVDWLYRAQQHYPVSAGYTKLVGNDVARFINWMEEEFNYPLDNVHLLGYSLGAHAAGVAGSLTNKKVNRITGLDPAGPNFEYAEAPSRLSPDDADFVDVLHTFTRGSPGRSIGIQKPVGHVDIYPNGGTFQPGCNIGEAIRVIAERGLGDVDQLVKCSHERSIHLFIDSLLNEENPSKAYRCNSKEAFEKG.... Result: 1 (interaction). (6) The miRNA is hsa-miR-888-3p with sequence GACUGACACCUCUUUGGGUGAA. The protein sequence of the target gene is MASASQGADDDGSRRKPRLAASLQISPQPRPWRPLPAQAQSAWGPAPAPATYRAEGGWPQVSVLRDSGPGAGAGVGELGAARAWENLGEQMGKAPRVPVPPAGLSLPLKDPPASQAVSLLTEYAASLGIFLLFREDQPPGPCFPFSVSAELDGVVCPAGTANSKTEAKQQAALSALCYIRSQLENPESPQTSSRPPLAPLSVENILTHEQRCAALVSAGFDLLLDERSPYWACKGTVAGVILEREIPRARGHVKEIYKLVALGTGSSCCAGWLEFSGQQLHDCHGLVIARRALLRFLFRQ.... Result: 0 (no interaction). (7) The miRNA is hsa-miR-6788-5p with sequence CUGGGAGAAGAGUGGUGAAGA. The protein sequence of the target gene is MEPPNLYPVKLYVYDLSKGLARRLSPIMLGKQLEGIWHTSIVVHKDEFFFGSGGISSCPPGGTLLGPPDSVVDVGSTEVTEEIFLEYLSSLGESLFRGEAYNLFEHNCNTFSNEVAQFLTGRKIPSYITDLPSEVLSTPFGQALRPLLDSIQIQPPGGSSVGRPNGQS. Result: 1 (interaction). (8) The miRNA is hsa-miR-1538 with sequence CGGCCCGGGCUGCUGCUGUUCCU. The protein sequence of the target gene is MTAKAKDCPSLWGFGTTKTFKIPIEHLDFKYIENCSDVKHLEKILYVLRSGEEGYYPELTEFCEKCLTNLAPKSRALRKDKPAETASSFSAEEWEKIDSDLKSWVSEIKREENTCHFHDPENHPGVEDPLPPVRGSTCCPHSGKETYSKSKTAKKRIPRDYAEWDKFDVEKECSKIDEDYKEKTVINNKAHLSKIETKIETAGLTEKEKSFLANREKGKGNEAFYSGDYEEAVMYYTRSLSALPTAIAYNNRAQAEIKLQRWSSALEDCEKALELDPGNVKALLRRATTYKHQNKLQEAV.... Result: 0 (no interaction). (9) The miRNA is mmu-miR-1906 with sequence UGCAGCAGCCUGAGGCAGGGCU. The protein sequence of the target gene is MKDYDELLKYYELYETIGTGGFAKVKLACHVLTGEMVAIKIMDKNALGSDLPRVKTEIDALKSLRHQHICQLYHVLETKNKIFMVLEYCPGGELFDYIISQDRLSEEETRVVFRQILSAVAYVHSQGYAHRDLKPENLLFDENHKLKLIDFGLCAKPKGNKDYHLQTCCGSLAYAAPELIQGKSYLGSEADVWSMGILLYVLMCGFLPFDDDNVMALYKKIMRGKYEVPKWLSPSSILLLQQMLQVDPKKRISMRNLLNHPWVMQDYSCPVEWQSKTPLTHLDEDCVTELSVHHRSSRQT.... Result: 0 (no interaction). (10) The miRNA is hsa-miR-6809-5p with sequence UGGCAAGGAAAGAAGAGGAUCA. The protein sequence of the target gene is MEVVPAEVNSLLPEEIMDTGITLVDDDSIEAVIVSSPIPMETELEEIVNINSTGDSTATPISTEPITVYSNHTNQVAVNTTITKADSNTTVKPAFPSGLQKLGAQTPVTISANQIILNKVSQTSDLKLGNQTLKPDGQKLILTTLGKSGSPIVLALPHSQLPQAQKVTTQAQSGDAKLPPQQIKVVTIGGRPEVKPVIGVSALTPGSQLINTTTQPSVLQTQQLKTVQIAKKPRTPTSGPVITKLIFAKPINSKAVTGQTTQVSPPVIAGRVLSQSTPGTPSKTITISESGVIGSTLNST.... Result: 1 (interaction).